From a dataset of Forward reaction prediction with 1.9M reactions from USPTO patents (1976-2016). Predict the product of the given reaction. (1) Given the reactants Cl[CH2:2][C:3](=O)[CH2:4][C:5]([O:7][CH3:8])=[O:6].[CH3:10][NH:11][C:12]([NH2:14])=[S:13], predict the reaction product. The product is: [CH3:10][NH:11][C:12]1[S:13][CH:2]=[C:3]([CH2:4][C:5]([O:7][CH3:8])=[O:6])[N:14]=1. (2) Given the reactants Cl[CH2:2][C:3]1[N:4]=[C:5]([C:9]2[O:10][CH:11]=[CH:12][CH:13]=2)[O:6][C:7]=1[CH3:8].O[C:15]1[C:16]([O:23][CH3:24])=[C:17]([CH:20]=[CH:21][CH:22]=1)[CH:18]=[O:19].C(=O)([O-])[O-:26].[K+].[K+].CN(C)C=O, predict the reaction product. The product is: [O:10]1[CH:11]=[CH:12][CH:13]=[C:9]1[C:5]1[O:6][C:7]([CH3:8])=[C:3]([CH2:2][O:26][C:22]2[CH:21]=[CH:20][C:17]([CH:18]=[O:19])=[C:16]([O:23][CH3:24])[CH:15]=2)[N:4]=1. (3) Given the reactants [F:1][C:2]1[CH:7]=[CH:6][C:5]([CH2:8][C:9]2[CH:18]=[C:17]3[C:12]([C:13]([OH:34])=[C:14]([C:29](OCC)=[O:30])[C:15](=[O:28])[N:16]3[CH2:19][CH2:20][N:21]3[CH2:26][CH2:25][CH2:24][CH2:23][C:22]3=[O:27])=[N:11][CH:10]=2)=[CH:4][CH:3]=1.[NH2:35][CH2:36][CH2:37][CH2:38][OH:39], predict the reaction product. The product is: [F:1][C:2]1[CH:3]=[CH:4][C:5]([CH2:8][C:9]2[CH:18]=[C:17]3[C:12]([C:13]([OH:34])=[C:14]([C:29]([NH:35][CH2:36][CH2:37][CH2:38][OH:39])=[O:30])[C:15](=[O:28])[N:16]3[CH2:19][CH2:20][N:21]3[CH2:26][CH2:25][CH2:24][CH2:23][C:22]3=[O:27])=[N:11][CH:10]=2)=[CH:6][CH:7]=1. (4) Given the reactants [CH3:1][C:2]1([CH3:14])[C:11]2[C:6](=[CH:7][CH:8]=[CH:9][CH:10]=2)[C:5](=[O:12])[NH:4][C:3]1=[O:13].B.[Na].Cl.[CH3:18]O, predict the reaction product. The product is: [CH3:18][O:13][CH:3]1[C:2]([CH3:14])([CH3:1])[C:11]2[C:6](=[CH:7][CH:8]=[CH:9][CH:10]=2)[C:5](=[O:12])[NH:4]1. (5) Given the reactants [C:1](=[O:13])([O:6][CH:7]1[CH2:12][CH2:11][CH2:10][CH2:9][CH2:8]1)[O:2][CH:3](Cl)[CH3:4].[OH:14][C@H:15]([CH2:35][NH:36][C:37]([CH3:50])([CH3:49])[CH2:38][C:39]1[CH:48]=[CH:47][C:46]2[C:41](=[CH:42][CH:43]=[CH:44][CH:45]=2)[CH:40]=1)[CH2:16][O:17][CH:18]([C:20]1[CH:25]=[CH:24][CH:23]=[CH:22][C:21]=1[C:26]1[CH:31]=[CH:30][C:29]([C:32]([OH:34])=[O:33])=[CH:28][CH:27]=1)[CH3:19].C(=O)([O-])[O-].[K+].[K+].[I-].[K+], predict the reaction product. The product is: [OH:14][C@H:15]([CH2:35][NH:36][C:37]([CH3:49])([CH3:50])[CH2:38][C:39]1[CH:48]=[CH:47][C:46]2[C:41](=[CH:42][CH:43]=[CH:44][CH:45]=2)[CH:40]=1)[CH2:16][O:17][CH:18]([C:20]1[CH:25]=[CH:24][CH:23]=[CH:22][C:21]=1[C:26]1[CH:27]=[CH:28][C:29]([C:32]([O:34][CH:3]([O:2][C:1]([O:6][CH:7]2[CH2:12][CH2:11][CH2:10][CH2:9][CH2:8]2)=[O:13])[CH3:4])=[O:33])=[CH:30][CH:31]=1)[CH3:19]. (6) The product is: [C:29]([O:7][CH2:6][CH2:5][CH2:4][CH2:3][CH2:2][CH2:1][O:8][C:10](=[O:12])[C:9]1[C:15](=[CH:16][CH:17]=[CH:18][CH:19]=1)[NH2:14])(=[O:30])[C:4]1[C:28](=[CH:27][CH:1]=[CH:2][CH:3]=1)[NH2:21]. Given the reactants [CH2:1]([OH:8])[CH2:2][CH2:3][CH2:4][CH2:5][CH2:6][OH:7].[C:9]12[C:15](=[CH:16][CH:17]=[CH:18][CH:19]=1)[NH:14]C(=O)[O:12][C:10]2=O.[N:21]12[CH2:28][CH2:27]N(CC1)CC2.[CH3:29][OH:30], predict the reaction product. (7) Given the reactants Cl.[O:2]1[CH2:6][CH2:5][CH:4]([CH2:7][NH2:8])[CH2:3]1.C(N(CC)CC)C.[O:16]([C:23]1[CH:24]=[C:25]([CH:37]=[CH:38][CH:39]=1)[CH2:26][O:27][CH2:28][C:29]1[O:33][N:32]=[C:31]([C:34](O)=[O:35])[CH:30]=1)[C:17]1[CH:22]=[CH:21][CH:20]=[CH:19][CH:18]=1.ON1C2C=CC=CC=2N=N1.Cl.C(N=C=NCCCN(C)C)C.Cl, predict the reaction product. The product is: [O:2]1[CH2:6][CH2:5][CH:4]([CH2:7][NH:8][C:34]([C:31]2[CH:30]=[C:29]([CH2:28][O:27][CH2:26][C:25]3[CH:37]=[CH:38][CH:39]=[C:23]([O:16][C:17]4[CH:22]=[CH:21][CH:20]=[CH:19][CH:18]=4)[CH:24]=3)[O:33][N:32]=2)=[O:35])[CH2:3]1. (8) Given the reactants CCN(C(C)C)C(C)C.Br[C:11]1[S:12][C:13]([C:16]2[CH:21]=[CH:20][CH:19]=[CH:18][C:17]=2[N+:22]([O-:24])=[O:23])=[N:14][N:15]=1.[NH:25]1[CH2:30][CH2:29][O:28][CH2:27][CH2:26]1.O, predict the reaction product. The product is: [N+:22]([C:17]1[CH:18]=[CH:19][CH:20]=[CH:21][C:16]=1[C:13]1[S:12][C:11]([N:25]2[CH2:30][CH2:29][O:28][CH2:27][CH2:26]2)=[N:15][N:14]=1)([O-:24])=[O:23].